The task is: Regression/Classification. Given a drug SMILES string, predict its absorption, distribution, metabolism, or excretion properties. Task type varies by dataset: regression for continuous measurements (e.g., permeability, clearance, half-life) or binary classification for categorical outcomes (e.g., BBB penetration, CYP inhibition). Dataset: cyp2d6_veith.. This data is from CYP2D6 inhibition data for predicting drug metabolism from PubChem BioAssay. The drug is COc1ccc(Cc2nnc(NC(=O)c3ccco3)s2)cc1. The result is 0 (non-inhibitor).